Dataset: Peptide-MHC class I binding affinity with 185,985 pairs from IEDB/IMGT. Task: Regression. Given a peptide amino acid sequence and an MHC pseudo amino acid sequence, predict their binding affinity value. This is MHC class I binding data. (1) The peptide sequence is TMNSRYYLV. The MHC is HLA-B27:03 with pseudo-sequence HLA-B27:03. The binding affinity (normalized) is 0.0847. (2) The peptide sequence is RARKRGITM. The MHC is HLA-A69:01 with pseudo-sequence HLA-A69:01. The binding affinity (normalized) is 0.0847. (3) The peptide sequence is APRALLLLL. The MHC is HLA-A31:01 with pseudo-sequence HLA-A31:01. The binding affinity (normalized) is 0.0847. (4) The MHC is HLA-A26:02 with pseudo-sequence HLA-A26:02. The binding affinity (normalized) is 0.0847. The peptide sequence is IEAGDEVFF. (5) The peptide sequence is DERGESII. The MHC is HLA-B44:03 with pseudo-sequence HLA-B44:03. The binding affinity (normalized) is 0. (6) The peptide sequence is SRWGYQVKH. The MHC is HLA-B27:05 with pseudo-sequence HLA-B27:05. The binding affinity (normalized) is 0.643. (7) The peptide sequence is VLYCVHQHI. The MHC is HLA-A30:01 with pseudo-sequence HLA-A30:01. The binding affinity (normalized) is 0.257.